Dataset: Catalyst prediction with 721,799 reactions and 888 catalyst types from USPTO. Task: Predict which catalyst facilitates the given reaction. Reactant: [Cl:1][C:2]1[CH:7]=[CH:6][C:5]([S:8]([CH:11]([C:24]2[CH:29]=[C:28]([F:30])[CH:27]=[CH:26][C:25]=2[F:31])[C:12]2[N:17]=[CH:16][C:15](/[CH:18]=[CH:19]/[C:20]([O:22]C)=[O:21])=[CH:14][CH:13]=2)(=[O:10])=[O:9])=[CH:4][CH:3]=1.[OH-].[Na+].Cl. Product: [Cl:1][C:2]1[CH:7]=[CH:6][C:5]([S:8]([CH:11]([C:24]2[CH:29]=[C:28]([F:30])[CH:27]=[CH:26][C:25]=2[F:31])[C:12]2[N:17]=[CH:16][C:15](/[CH:18]=[CH:19]/[C:20]([OH:22])=[O:21])=[CH:14][CH:13]=2)(=[O:10])=[O:9])=[CH:4][CH:3]=1. The catalyst class is: 7.